This data is from Peptide-MHC class I binding affinity with 185,985 pairs from IEDB/IMGT. The task is: Regression. Given a peptide amino acid sequence and an MHC pseudo amino acid sequence, predict their binding affinity value. This is MHC class I binding data. The peptide sequence is GQVQLKKPY. The MHC is HLA-B39:01 with pseudo-sequence HLA-B39:01. The binding affinity (normalized) is 0.0847.